This data is from Reaction yield outcomes from USPTO patents with 853,638 reactions. The task is: Predict the reaction yield, written as a fraction of the theoretical maximum amount of product (1.0 means a 100% yield; for example, 0.34 means a 34% yield). (1) The reactants are Cl[CH2:2][CH2:3][CH2:4][N:5]1[CH2:9][CH:8]2[O:10][CH2:11][CH2:12][O:13][CH:7]2[CH2:6]1.[F:14][C:15]1[CH:20]=[C:19]([Br:21])[CH:18]=[CH:17][C:16]=1[NH:22][C:23]1[C:32]2[C:27](=[CH:28][C:29]([O:34][CH3:35])=[C:30]([OH:33])[CH:31]=2)[N:26]=[CH:25][N:24]=1.C([O-])([O-])=O.[K+].[K+]. The catalyst is [I-].C([N+](CCCC)(CCCC)CCCC)CCC.CN(C=O)C. The product is [Br:21][C:19]1[CH:18]=[CH:17][C:16]([NH:22][C:23]2[C:32]3[C:27](=[CH:28][C:29]([O:34][CH3:35])=[C:30]([O:33][CH2:2][CH2:3][CH2:4][N:5]4[CH2:9][CH:8]5[O:10][CH2:11][CH2:12][O:13][CH:7]5[CH2:6]4)[CH:31]=3)[N:26]=[CH:25][N:24]=2)=[C:15]([F:14])[CH:20]=1. The yield is 0.540. (2) The yield is 0.310. No catalyst specified. The product is [OH:1][C:2]1[C:11]([NH2:18])=[C:10]2[C:5]([CH:6]=[CH:7][CH:8]=[N:9]2)=[CH:4][CH:3]=1. The reactants are [OH:1][C:2]1[CH:11]=[C:10]2[C:5]([CH:6]=[CH:7][CH:8]=[N:9]2)=[CH:4][CH:3]=1.C1([N:18](C)N)C=CC=CC=1. (3) The reactants are [F:1][C:2]([F:13])([F:12])[C:3]1[C:4]2[CH2:11][O:10][CH2:9][CH2:8][C:5]=2[NH:6][N:7]=1.I[C:15]1[CH:23]=[CH:22][C:18]([C:19]([OH:21])=[O:20])=[CH:17][CH:16]=1.CN(C)CC(O)=O.C(=O)([O-])[O-].[K+].[K+]. The catalyst is [Cu]I.CS(C)=O. The product is [F:13][C:2]([F:12])([F:1])[C:3]1[C:4]2[CH2:11][O:10][CH2:9][CH2:8][C:5]=2[N:6]([C:15]2[CH:23]=[CH:22][C:18]([C:19]([OH:21])=[O:20])=[CH:17][CH:16]=2)[N:7]=1. The yield is 0.200.